This data is from Full USPTO retrosynthesis dataset with 1.9M reactions from patents (1976-2016). The task is: Predict the reactants needed to synthesize the given product. (1) Given the product [CH:1]([C:4]1[CH:9]=[CH:8][N:7]=[C:6]([C:10]2[C:18]3[C:13](=[CH:14][CH:15]=[C:16]([C:19]4[O:23][C:22]([NH:29][CH2:28][C:27]#[N:26])=[N:21][N:20]=4)[CH:17]=3)[NH:12][CH:11]=2)[N:5]=1)([CH3:2])[CH3:3], predict the reactants needed to synthesize it. The reactants are: [CH:1]([C:4]1[CH:9]=[CH:8][N:7]=[C:6]([C:10]2[C:18]3[C:13](=[CH:14][CH:15]=[C:16]([C:19]4[O:23][C:22](=O)[NH:21][N:20]=4)[CH:17]=3)[NH:12][CH:11]=2)[N:5]=1)([CH3:3])[CH3:2].Cl.[NH2:26][CH2:27][C:28]#[N:29].C(N(C(C)C)CC)(C)C.F[P-](F)(F)(F)(F)F.N1(O[P+](N(C)C)(N(C)C)N(C)C)C2C=CC=CC=2N=N1. (2) Given the product [CH2:1]([O:3][C:4]([N:6]1[C:15]2[C:10](=[CH:11][C:12]([C:16]([F:19])([F:18])[F:17])=[CH:13][CH:14]=2)[C:9]([C:20]([C:26]2[CH:31]=[C:30]([C:32]([F:35])([F:34])[F:33])[CH:29]=[C:28]([C:36]([F:39])([F:38])[F:37])[CH:27]=2)([Cl:59])[C:21]([O:23][CH3:24])=[O:22])=[CH:8][CH:7]1[CH2:40][CH3:41])=[O:5])[CH3:2], predict the reactants needed to synthesize it. The reactants are: [CH2:1]([O:3][C:4]([N:6]1[C:15]2[C:10](=[CH:11][C:12]([C:16]([F:19])([F:18])[F:17])=[CH:13][CH:14]=2)[C:9]([C:20]([C:26]2[CH:31]=[C:30]([C:32]([F:35])([F:34])[F:33])[CH:29]=[C:28]([C:36]([F:39])([F:38])[F:37])[CH:27]=2)(O)[C:21]([O:23][CH3:24])=[O:22])=[CH:8][C@H:7]1[CH2:40][CH3:41])=[O:5])[CH3:2].C(C1C=C(C)C=C(C(C)(C)C)N=1)(C)(C)C.S(Cl)([Cl:59])=O. (3) Given the product [OH:1][C:2]1[N:7]([C:8]2[CH:9]=[CH:10][CH:11]=[CH:12][CH:13]=2)[C:6](=[O:17])[N:5]([CH2:18][C:19]2[CH:20]=[CH:21][CH:22]=[CH:23][CH:24]=2)[C:4](=[O:25])[C:3]=1[C:26]([NH:42][CH2:43][C:44]([OH:46])=[O:45])=[O:27], predict the reactants needed to synthesize it. The reactants are: [OH:1][C:2]1[N:7]([C:8]2[CH:13]=[CH:12][CH:11]=[CH:10][C:9]=2[N+]([O-])=O)[C:6](=[O:17])[N:5]([CH2:18][C:19]2[CH:24]=[CH:23][CH:22]=[CH:21][CH:20]=2)[C:4](=[O:25])[C:3]=1[C:26](OCC)=[O:27].C1CCN2C(=NCCC2)CC1.[NH2:42][CH2:43][C:44]([OH:46])=[O:45].Cl. (4) Given the product [CH3:1][C:2]1[C:10]2[C:5](=[CH:6][CH:7]=[CH:8][C:9]=2[C:21]2[CH:20]=[N:19][C:28]3[C:23]([CH:22]=2)=[CH:24][CH:25]=[CH:26][CH:27]=3)[NH:4][N:3]=1, predict the reactants needed to synthesize it. The reactants are: [CH3:1][C:2]1[C:10]2[C:5](=[CH:6][CH:7]=[CH:8][C:9]=2OS(C(F)(F)F)(=O)=O)[NH:4][N:3]=1.[N:19]1[C:28]2[C:23](=[CH:24][CH:25]=[CH:26][CH:27]=2)[CH:22]=[C:21](B(O)O)[CH:20]=1.C(=O)([O-])[O-].[Na+].[Na+].O. (5) Given the product [F:1][C:2]1[CH:7]=[C:6]([C:8]([N:31]2[CH2:35][CH2:34][CH2:33][C@@H:32]2[CH2:36][OH:37])=[O:10])[CH:5]=[CH:4][C:3]=1[C:11]1[CH:16]=[CH:15][C:14]([O:17][CH2:18][CH:19]2[CH2:20][CH2:21][N:22]([CH2:25][C:26]([F:29])([CH3:28])[CH3:27])[CH2:23][CH2:24]2)=[CH:13][C:12]=1[F:30], predict the reactants needed to synthesize it. The reactants are: [F:1][C:2]1[CH:7]=[C:6]([C:8]([OH:10])=O)[CH:5]=[CH:4][C:3]=1[C:11]1[CH:16]=[CH:15][C:14]([O:17][CH2:18][CH:19]2[CH2:24][CH2:23][N:22]([CH2:25][C:26]([F:29])([CH3:28])[CH3:27])[CH2:21][CH2:20]2)=[CH:13][C:12]=1[F:30].[NH:31]1[CH2:35][CH2:34][CH2:33][C@@H:32]1[CH2:36][OH:37].CCN(CC)CC.[NH4+].[Cl-].